From a dataset of Forward reaction prediction with 1.9M reactions from USPTO patents (1976-2016). Predict the product of the given reaction. (1) Given the reactants C1([C:7]2O[N:10]=[C:9]([NH2:12])[N:8]=2)C=CC=CC=1.[NH2:13][C:14]1[CH:19]=[CH:18][CH:17]=[CH:16][CH:15]=1, predict the reaction product. The product is: [C:14]1([N:13]2[CH:7]=[N:8][C:9]([NH2:12])=[N:10]2)[CH:19]=[CH:18][CH:17]=[CH:16][CH:15]=1. (2) Given the reactants [N:1]1[CH:6]=[CH:5][CH:4]=[C:3]([C:7]2[CH:11]=[C:10]([C:12]([F:15])([F:14])[F:13])[N:9]([C:16]3[N:21]=[N:20][C:19]([NH2:22])=[CH:18][CH:17]=3)[N:8]=2)[CH:2]=1.C(N(CC)C(C)C)(C)C.[CH2:32]([O:34][CH2:35][CH2:36][N:37]1[C:42](=[O:43])[CH:41]=[CH:40][C:39]([C:44](Cl)=[O:45])=[CH:38]1)[CH3:33].C(=O)(O)[O-].[Na+], predict the reaction product. The product is: [N:1]1[CH:6]=[CH:5][CH:4]=[C:3]([C:7]2[CH:11]=[C:10]([C:12]([F:15])([F:13])[F:14])[N:9]([C:16]3[N:21]=[N:20][C:19]([NH2:22])=[CH:18][CH:17]=3)[N:8]=2)[CH:2]=1.[N:1]1[CH:6]=[CH:5][CH:4]=[C:3]([C:7]2[CH:11]=[C:10]([C:12]([F:15])([F:13])[F:14])[N:9]([C:16]3[N:21]=[N:20][C:19]([NH:22][C:44]([C:39]4[CH:40]=[CH:41][C:42](=[O:43])[N:37]([CH2:36][CH2:35][O:34][CH2:32][CH3:33])[CH:38]=4)=[O:45])=[CH:18][CH:17]=3)[N:8]=2)[CH:2]=1.